The task is: Predict the reactants needed to synthesize the given product.. This data is from Full USPTO retrosynthesis dataset with 1.9M reactions from patents (1976-2016). (1) Given the product [ClH:14].[F:10][C:8]1[CH:9]=[C:4]2[C:5]([CH2:11][N:23]([C:20]3[CH:21]=[CH:22][C:17]([O:16][CH3:15])=[C:18]([O:24][CH2:25][CH2:26][N:27]4[CH2:28][CH2:29][CH2:30][CH2:31][CH2:32]4)[CH:19]=3)[C:3]2=[O:13])=[CH:6][CH:7]=1, predict the reactants needed to synthesize it. The reactants are: CO[C:3](=[O:13])[C:4]1[CH:9]=[C:8]([F:10])[CH:7]=[CH:6][C:5]=1[CH2:11]Br.[ClH:14].[CH3:15][O:16][C:17]1[CH:22]=[CH:21][C:20]([NH2:23])=[CH:19][C:18]=1[O:24][CH2:25][CH2:26][N:27]1[CH2:32][CH2:31][CH2:30][CH2:29][CH2:28]1. (2) Given the product [Cl:9][C:6]1[CH:7]=[CH:8][C:3]([CH2:2][NH:1][C:35]([C:34]2[O:30][N:31]=[CH:32][CH:33]=2)=[O:36])=[C:4]([F:20])[C:5]=1[O:10][C:11]1[CH:12]=[C:13]([C:14]#[N:15])[CH:16]=[C:17]([Cl:19])[CH:18]=1, predict the reactants needed to synthesize it. The reactants are: [NH2:1][CH2:2][C:3]1[C:4]([F:20])=[C:5]([O:10][C:11]2[CH:12]=[C:13]([CH:16]=[C:17]([Cl:19])[CH:18]=2)[C:14]#[N:15])[C:6]([Cl:9])=[CH:7][CH:8]=1.CCN(C(C)C)C(C)C.[O:30]1[C:34]([C:35](O)=[O:36])=[CH:33][CH:32]=[N:31]1.CN(C(ON1N=NC2C=CC=NC1=2)=[N+](C)C)C.F[P-](F)(F)(F)(F)F. (3) Given the product [O:18]=[C:13]1[CH2:14][CH2:15][C:16](=[O:17])[N:12]1[O:9][C:8](=[O:10])[CH2:7][N:1]1[CH2:6][CH2:5][CH2:4][CH2:3][CH2:2]1, predict the reactants needed to synthesize it. The reactants are: [N:1]1([CH2:7][C:8]([OH:10])=[O:9])[CH2:6][CH2:5][CH2:4][CH2:3][CH2:2]1.O[N:12]1[C:16](=[O:17])[CH2:15][CH2:14][C:13]1=[O:18].C1(N=C=NC2CCCCC2)CCCCC1. (4) Given the product [C:22]([C:20]1[CH:19]=[C:18]([C:26]2[CH:34]=[C:33]([CH2:35][CH3:36])[CH:32]=[C:31]3[C:27]=2[CH2:28][C:29]([CH3:39])=[CH:30]3)[CH:17]=[C:16]([C:12]([CH3:15])([CH3:14])[CH3:13])[CH:21]=1)([CH3:23])([CH3:24])[CH3:25], predict the reactants needed to synthesize it. The reactants are: CC1C=CC(S(O)(=O)=O)=CC=1.[C:12]([C:16]1[CH:17]=[C:18]([C:26]2[CH:34]=[C:33]([CH2:35][CH3:36])[CH:32]=[C:31]3[C:27]=2[CH2:28][CH:29]([CH3:39])[CH:30]3OC)[CH:19]=[C:20]([C:22]([CH3:25])([CH3:24])[CH3:23])[CH:21]=1)([CH3:15])([CH3:14])[CH3:13]. (5) Given the product [C:30]([OH:32])(=[O:31])[CH2:29][CH2:19][CH2:18][CH2:17][CH2:16][CH2:15][CH2:14][CH:13]=[CH:2][CH2:3][CH2:4][CH2:5][CH2:6][CH2:7][CH2:8][CH2:9][C:10]([OH:12])=[O:11], predict the reactants needed to synthesize it. The reactants are: O[CH:2]([CH2:13][CH2:14][CH2:15][CH2:16][CH2:17][CH2:18][CH2:19]O)[CH2:3][CH2:4][CH2:5][CH2:6][CH2:7][CH2:8][CH2:9][C:10]([OH:12])=[O:11].O1C(CCCCCCCCO)C1CCCCCC[CH2:29][C:30]([OH:32])=[O:31].OC(C(O)CCCCCCCCO)CCCCCCCC(O)=O.OCCCCCCCCCCCCCCCCCCCCCC(O)=O.OCCCCCCCCC=CCCCCCCCC(O)=O.C(O)(=O)CCCCCCCCCCCCCCCCCCCCC(O)=O.